Regression. Given a peptide amino acid sequence and an MHC pseudo amino acid sequence, predict their binding affinity value. This is MHC class I binding data. From a dataset of Peptide-MHC class I binding affinity with 185,985 pairs from IEDB/IMGT. (1) The peptide sequence is SQKHFDTWW. The MHC is HLA-B15:01 with pseudo-sequence HLA-B15:01. The binding affinity (normalized) is 0.431. (2) The peptide sequence is EETNMITLL. The MHC is HLA-B44:03 with pseudo-sequence HLA-B44:03. The binding affinity (normalized) is 0.601. (3) The peptide sequence is AEFKYIAAV. The MHC is HLA-A02:02 with pseudo-sequence HLA-A02:02. The binding affinity (normalized) is 0.193.